Dataset: Full USPTO retrosynthesis dataset with 1.9M reactions from patents (1976-2016). Task: Predict the reactants needed to synthesize the given product. (1) Given the product [Br:19][C:20]1[CH:21]=[CH:22][C:23]([C:26]2([O:28][CH3:29])[CH2:2][CH2:27]2)=[CH:24][CH:25]=1, predict the reactants needed to synthesize it. The reactants are: Cl[C:2]1C=C(Cl)C=C(Cl)C=1O.C([Zn]CC)C.C(I)I.[Br:19][C:20]1[CH:25]=[CH:24][C:23]([C:26]([O:28][CH3:29])=[CH2:27])=[CH:22][CH:21]=1. (2) Given the product [OH:1][CH:2]1[CH:9]2[CH2:10][C:5]3([O:12][C:13]([C:15]([F:21])([F:20])[S:16]([O-:19])(=[O:17])=[O:18])=[O:14])[CH2:6][CH:7]([CH2:11][CH:3]1[CH2:4]3)[CH2:8]2.[C:35]1([S+:28]([C:22]2[CH:23]=[CH:24][CH:25]=[CH:26][CH:27]=2)[C:29]2[CH:34]=[CH:33][CH:32]=[CH:31][CH:30]=2)[CH:36]=[CH:37][CH:38]=[CH:39][CH:40]=1, predict the reactants needed to synthesize it. The reactants are: [O:1]=[C:2]1[CH:9]2[CH2:10][C:5]3([O:12][C:13]([C:15]([F:21])([F:20])[S:16]([O-:19])(=[O:18])=[O:17])=[O:14])[CH2:6][CH:7]([CH2:11][CH:3]1[CH2:4]3)[CH2:8]2.[C:22]1([S+:28]([C:35]2[CH:40]=[CH:39][CH:38]=[CH:37][CH:36]=2)[C:29]2[CH:34]=[CH:33][CH:32]=[CH:31][CH:30]=2)[CH:27]=[CH:26][CH:25]=[CH:24][CH:23]=1.[BH4-].[Na+].Cl.